Dataset: Reaction yield outcomes from USPTO patents with 853,638 reactions. Task: Predict the reaction yield, written as a fraction of the theoretical maximum amount of product (1.0 means a 100% yield; for example, 0.34 means a 34% yield). (1) The product is [Cl:1][C:2]1[C:9]([Cl:10])=[C:8]([O:11][S:14]([C:13]([F:26])([F:25])[F:12])(=[O:16])=[O:15])[CH:7]=[CH:6][C:3]=1[CH:4]=[O:5]. The yield is 0.570. The catalyst is N1C=CC=CC=1. The reactants are [Cl:1][C:2]1[C:9]([Cl:10])=[C:8]([OH:11])[CH:7]=[CH:6][C:3]=1[CH:4]=[O:5].[F:12][C:13]([F:26])([F:25])[S:14](O[S:14]([C:13]([F:26])([F:25])[F:12])(=[O:16])=[O:15])(=[O:16])=[O:15].Cl.CCOCC. (2) The reactants are [CH3:1][O:2][C:3]([C:5]1([C:11]2[CH:16]=[CH:15][C:14]([NH2:17])=[C:13](Br)[CH:12]=2)[CH2:10][CH2:9][O:8][CH2:7][CH2:6]1)=[O:4].[C:19]1(B2OC(C)(C)C(C)(C)O2)[CH2:24][CH2:23][CH2:22][CH2:21][CH:20]=1. The catalyst is CCOC(C)=O.C(Cl)Cl. The product is [CH3:1][O:2][C:3]([C:5]1([C:11]2[CH:16]=[CH:15][C:14]([NH2:17])=[C:13]([C:19]3[CH2:24][CH2:23][CH2:22][CH2:21][CH:20]=3)[CH:12]=2)[CH2:10][CH2:9][O:8][CH2:7][CH2:6]1)=[O:4]. The yield is 0.700. (3) The reactants are [CH2:1]([N:4]1[C:12](=[O:13])[C:11]2[N:10]([CH2:14][O:15][CH2:16][CH2:17][Si:18]([CH3:21])([CH3:20])[CH3:19])[C:9]([C:22]3[CH:23]=[N:24][NH:25][CH:26]=3)=[N:8][C:7]=2[N:6]=[CH:5]1)[CH2:2][CH3:3].Br[CH2:28][C:29]1[CH:30]=[N:31][CH:32]=[CH:33][CH:34]=1.C([O-])([O-])=O.[K+].[K+]. The catalyst is CN(C=O)C. The product is [CH2:1]([N:4]1[C:12](=[O:13])[C:11]2[N:10]([CH2:14][O:15][CH2:16][CH2:17][Si:18]([CH3:20])([CH3:21])[CH3:19])[C:9]([C:22]3[CH:23]=[N:24][N:25]([CH2:28][C:29]4[CH:30]=[N:31][CH:32]=[CH:33][CH:34]=4)[CH:26]=3)=[N:8][C:7]=2[N:6]=[CH:5]1)[CH2:2][CH3:3]. The yield is 0.0600. (4) The reactants are C[O:2][C:3](=[O:31])[C:4]1[CH:9]=[C:8]([C:10]2[N:15]=[C:14]3[N:16]([CH2:19][C:20]4[CH:21]=[C:22]5[C:27](=[CH:28][CH:29]=4)[N:26]=[CH:25][CH:24]=[CH:23]5)[N:17]=[N:18][C:13]3=[CH:12][CH:11]=2)[CH:7]=[CH:6][C:5]=1[F:30].[OH-].[Li+].C1COCC1.Cl. The catalyst is CO.O. The product is [F:30][C:5]1[CH:6]=[CH:7][C:8]([C:10]2[N:15]=[C:14]3[N:16]([CH2:19][C:20]4[CH:21]=[C:22]5[C:27](=[CH:28][CH:29]=4)[N:26]=[CH:25][CH:24]=[CH:23]5)[N:17]=[N:18][C:13]3=[CH:12][CH:11]=2)=[CH:9][C:4]=1[C:3]([OH:31])=[O:2]. The yield is 0.780. (5) The product is [CH3:1][O:2][CH2:3][CH2:4][CH2:5][O:6][C:7]1[CH:12]=[CH:11][N:10]=[C:9]([CH2:13][S:14]([C:15]2[NH:16][C:17]3[CH:23]=[CH:22][CH:21]=[CH:20][C:18]=3[N:19]=2)=[O:25])[C:8]=1[CH3:24]. The reactants are [CH3:1][O:2][CH2:3][CH2:4][CH2:5][O:6][C:7]1[CH:12]=[CH:11][N:10]=[C:9]([CH2:13][S:14][C:15]2[NH:19][C:18]3[CH:20]=[CH:21][CH:22]=[CH:23][C:17]=3[N:16]=2)[C:8]=1[CH3:24].[OH-:25].[Na+].O. The catalyst is ClCCl. The yield is 0.317.